The task is: Predict the reactants needed to synthesize the given product.. This data is from Full USPTO retrosynthesis dataset with 1.9M reactions from patents (1976-2016). (1) Given the product [F:17][C:18]([F:40])([F:41])[C:19]([C:25]1[CH:26]=[CH:27][C:28]([C:2]2[CH:7]=[CH:6][C:5]([S:8]([C:11]3[CH:16]=[CH:15][CH:14]=[CH:13][CH:12]=3)(=[O:10])=[O:9])=[CH:4][CH:3]=2)=[CH:29][CH:30]=1)([OH:24])[C:20]([F:21])([F:23])[F:22], predict the reactants needed to synthesize it. The reactants are: Br[C:2]1[CH:7]=[CH:6][C:5]([S:8]([C:11]2[CH:16]=[CH:15][CH:14]=[CH:13][CH:12]=2)(=[O:10])=[O:9])=[CH:4][CH:3]=1.[F:17][C:18]([F:41])([F:40])[C:19]([C:25]1[CH:30]=[CH:29][C:28](B2OC(C)(C)C(C)(C)O2)=[CH:27][CH:26]=1)([OH:24])[C:20]([F:23])([F:22])[F:21].C(=O)([O-])[O-].[K+].[K+].COCCOC. (2) Given the product [CH3:1][C:2]1([CH3:21])[C:10]2[C:5](=[CH:6][CH:7]=[CH:8][CH:9]=2)[C@@H:4]([NH2:11])[CH2:3]1, predict the reactants needed to synthesize it. The reactants are: [CH3:1][C:2]1([CH3:21])[C:10]2[C:5](=[CH:6][CH:7]=[CH:8][CH:9]=2)[C@@H:4]([NH:11][C@H](C2C=CC=CC=2)CO)[CH2:3]1.C([O-])(=O)C.C([O-])(=O)C.C([O-])(=O)C.C([O-])(=O)C.[Pb+4].Cl. (3) The reactants are: FC1C=C(C[C@@H](C2C(C3C=C(C=CC=3)C(N)=O)=CC=CN=2)NC(=O)CC2C3C(=CC=C(F)C=3)NC=2)C=C(F)C=1.FC(F)(F)C(O)=O.[NH2:47][C@H:48]([C:58]1[C:63]([C:64]2[CH:65]=[C:66]([CH:70]=[CH:71][CH:72]=2)[C:67]([NH2:69])=[O:68])=[CH:62][CH:61]=[CH:60][N:59]=1)[CH2:49][C:50]1[CH:55]=[C:54]([F:56])[CH:53]=[C:52]([F:57])[CH:51]=1.[C:73]([O:77][C:78]([NH:80][C:81]1[CH:82]=[C:83]2[C:87](=[CH:88][CH:89]=1)[NH:86][CH:85]=[C:84]2[CH2:90][C:91](O)=[O:92])=[O:79])([CH3:76])([CH3:75])[CH3:74]. Given the product [C:67]([C:66]1[CH:65]=[C:64]([C:63]2[C:58]([C@@H:48]([NH:47][C:91](=[O:92])[CH2:90][C:84]3[C:83]4[C:87](=[CH:88][CH:89]=[C:81]([NH:80][C:78](=[O:79])[O:77][C:73]([CH3:74])([CH3:75])[CH3:76])[CH:82]=4)[NH:86][CH:85]=3)[CH2:49][C:50]3[CH:51]=[C:52]([F:57])[CH:53]=[C:54]([F:56])[CH:55]=3)=[N:59][CH:60]=[CH:61][CH:62]=2)[CH:72]=[CH:71][CH:70]=1)(=[O:68])[NH2:69], predict the reactants needed to synthesize it. (4) Given the product [Br:7][C:8]1[CH:9]=[CH:10][C:11]([C@@H:14]2[C@@H:34]([C:33]3[CH:44]=[CH:45][C:30]([Cl:29])=[CH:31][CH:32]=3)[N:35]([C:36]3[CH:41]=[CH:40][C:39]([O:42][CH3:43])=[CH:38][CH:37]=3)[C:15]2=[O:17])=[CH:12][CH:13]=1, predict the reactants needed to synthesize it. The reactants are: C(Cl)(=O)C(Cl)=O.[Br:7][C:8]1[CH:13]=[CH:12][C:11]([CH2:14][C:15]([OH:17])=O)=[CH:10][CH:9]=1.BrC1C=CC(CC(Cl)=O)=CC=1.[Cl:29][C:30]1[CH:45]=[CH:44][C:33]([CH:34]=[N:35][C:36]2[CH:41]=[CH:40][C:39]([O:42][CH3:43])=[CH:38][CH:37]=2)=[CH:32][CH:31]=1.C(N)CCC.Cl. (5) Given the product [CH2:24]([O:31][CH2:32][CH2:33][C:34]1[CH:39]=[CH:38][C:37]([C:18]2[CH:17]=[N:16][CH:15]=[C:14]([O:13][CH2:12][C@@H:9]3[CH2:10][CH2:11][N:8]3[C:6]([O:5][C:1]([CH3:4])([CH3:3])[CH3:2])=[O:7])[CH:19]=2)=[CH:36][CH:35]=1)[C:25]1[CH:30]=[CH:29][CH:28]=[CH:27][CH:26]=1, predict the reactants needed to synthesize it. The reactants are: [C:1]([O:5][C:6]([N:8]1[CH2:11][CH2:10][C@H:9]1[CH2:12][O:13][C:14]1[CH:15]=[N:16][CH:17]=[C:18]([Sn](C)(C)C)[CH:19]=1)=[O:7])([CH3:4])([CH3:3])[CH3:2].[CH2:24]([O:31][CH2:32][CH2:33][C:34]1[CH:39]=[CH:38][C:37](I)=[CH:36][CH:35]=1)[C:25]1[CH:30]=[CH:29][CH:28]=[CH:27][CH:26]=1.[F-].[Cs+]. (6) Given the product [CH2:22]([O:29][C:30]([N:1]1[CH2:7][CH2:6][CH2:5][CH2:4][C:3]2[CH:8]=[C:9]([NH:12][C:30]([O:29][CH2:22][C:20]3[CH:19]=[CH:21][CH:28]=[CH:23][CH:24]=3)=[O:31])[CH:10]=[CH:11][C:2]1=2)=[O:31])[C:23]1[CH:28]=[CH:27][CH:26]=[CH:25][CH:24]=1, predict the reactants needed to synthesize it. The reactants are: [NH:1]1[CH2:7][CH2:6][CH2:5][CH2:4][C:3]2[CH:8]=[C:9]([NH2:12])[CH:10]=[CH:11][C:2]1=2.C(N([CH:19]([CH3:21])[CH3:20])CC)(C)C.[CH2:22]([O:29][C:30](Cl)=[O:31])[C:23]1[CH:28]=[CH:27][CH:26]=[CH:25][CH:24]=1. (7) Given the product [CH2:1]([O:8][C:9]1[C:10]([O:18][Si:19]([C:22]([CH3:23])([CH3:24])[CH3:25])([CH3:20])[CH3:21])=[CH:11][CH:12]=[C:13]([O:15][CH3:16])[CH:14]=1)[C:2]1[CH:3]=[CH:4][CH:5]=[CH:6][CH:7]=1, predict the reactants needed to synthesize it. The reactants are: [CH2:1]([O:8][C:9]1[CH:14]=[C:13]([O:15][CH3:16])[C:12](Br)=[CH:11][C:10]=1[O:18][Si:19]([C:22]([CH3:25])([CH3:24])[CH3:23])([CH3:21])[CH3:20])[C:2]1[CH:7]=[CH:6][CH:5]=[CH:4][CH:3]=1.C([Li])CCC.B(OCC)(OCC)OCC. (8) Given the product [OH:1][C:2]1[C:7]2[C@@:8]3([OH:45])[C@@:21]([O:25][CH3:26])([C@H:22]([OH:24])[CH2:23][C:6]=2[CH:5]=[C:4]([CH3:46])[C:3]=1[C:47]([O:49][CH3:50])=[O:48])[C:20](=[O:27])[C:19]1[C:10](=[CH:11][C:12]2[C:13](=[O:43])[C:14]([NH:30][C@@H:31]4[C@H:36]([O:37][CH3:38])[C@H:35]([OH:39])[C@@H:34]([O:40][CH3:41])[C@H:33]([CH3:42])[O:32]4)=[CH:15]/[C:16](=[N:55]\[CH2:54][CH2:53][O:52][CH3:51])/[C:17]=2[C:18]=1[OH:28])[C:9]3=[O:44], predict the reactants needed to synthesize it. The reactants are: [OH:1][C:2]1[C:7]2[C@@:8]3([OH:45])[C@@:21]([O:25][CH3:26])([C@H:22]([OH:24])[CH2:23][C:6]=2[CH:5]=[C:4]([CH3:46])[C:3]=1[C:47]([O:49][CH3:50])=[O:48])[C:20](=[O:27])[C:19]1[C:10](=[CH:11][C:12]2[C:13](=[O:43])[C:14]([NH:30][C@@H:31]4[C@H:36]([O:37][CH3:38])[C@H:35]([OH:39])[C@@H:34]([O:40][CH3:41])[C@H:33]([CH3:42])[O:32]4)=[CH:15][C:16](=O)[C:17]=2[C:18]=1[OH:28])[C:9]3=[O:44].[CH3:51][O:52][CH2:53][CH2:54][NH2:55]. (9) Given the product [CH3:44][C@H:39]1[N:38]([C:36](=[O:37])/[CH:35]=[CH:34]/[C:25]2[CH:26]=[CH:27][C:28]([C:30]([F:31])([F:32])[F:33])=[CH:29][C:24]=2[CH2:23][N:21]2[N:20]=[N:19][C:18]([CH3:17])=[N:22]2)[CH2:43][CH2:42][N:41]([CH2:2][C:3]([O:5][C:6]([CH3:9])([CH3:8])[CH3:7])=[O:4])[CH2:40]1, predict the reactants needed to synthesize it. The reactants are: Br[CH2:2][C:3]([O:5][C:6]([CH3:9])([CH3:8])[CH3:7])=[O:4].FC(F)(F)C(O)=O.[CH3:17][C:18]1[N:19]=[N:20][N:21]([CH2:23][C:24]2[CH:29]=[C:28]([C:30]([F:33])([F:32])[F:31])[CH:27]=[CH:26][C:25]=2/[CH:34]=[CH:35]/[C:36]([N:38]2[CH2:43][CH2:42][NH:41][CH2:40][C@H:39]2[CH3:44])=[O:37])[N:22]=1.C(=O)([O-])[O-].[K+].[K+].O. (10) Given the product [CH2:1]([O:3][C:4]([C:6]1[NH:7][CH:8]=[CH:9][C:10]=1[NH:11][CH2:21][CH:20]([O:19][Si:12]([C:15]([CH3:16])([CH3:18])[CH3:17])([CH3:13])[CH3:14])[C:23]1[CH:28]=[CH:27][C:26]([O:29][CH3:30])=[CH:25][CH:24]=1)=[O:5])[CH3:2], predict the reactants needed to synthesize it. The reactants are: [CH2:1]([O:3][C:4]([C:6]1[NH:7][CH:8]=[CH:9][C:10]=1[NH2:11])=[O:5])[CH3:2].[Si:12]([O:19][CH:20]([C:23]1[CH:28]=[CH:27][C:26]([O:29][CH3:30])=[CH:25][CH:24]=1)[CH:21]=O)([C:15]([CH3:18])([CH3:17])[CH3:16])([CH3:14])[CH3:13].